Task: Predict the reaction yield, written as a fraction of the theoretical maximum amount of product (1.0 means a 100% yield; for example, 0.34 means a 34% yield).. Dataset: Reaction yield outcomes from USPTO patents with 853,638 reactions (1) The reactants are [CH3:1][C:2]([C:5]1[CH:6]=[CH:7][C:8]([S:11]([NH:14][C:15]2[C:16]([O:31][C:32]3[CH:33]=[CH:34][CH:35]=[CH:36][C:37]=3[O:38][CH3:39])=[C:17]([O:27][CH2:28][CH2:29][OH:30])[N:18]=[C:19]([C:21]3[N:22]=[CH:23][CH:24]=[CH:25][N:26]=3)[N:20]=2)(=[O:13])=[O:12])=[CH:9][CH:10]=1)([CH3:4])[CH3:3].C.[OH2:41]. The catalyst is C(O)C. The product is [CH3:4][C:2]([C:5]1[CH:6]=[CH:7][C:8]([S:11]([NH:14][C:15]2[N:20]=[C:19]([C:21]3[N:22]=[CH:23][CH:24]=[CH:25][N:26]=3)[N:18]=[C:17]([O:27][CH2:28][CH2:29][OH:30])[C:16]=2[O:31][C:32]2[C:37]([O:38][CH3:39])=[CH:36][CH:35]=[CH:34][CH:33]=2)(=[O:12])=[O:13])=[CH:9][CH:10]=1)([CH3:1])[CH3:3].[OH2:41]. The yield is 0.687. (2) The reactants are [CH3:1][O:2][C:3]1[CH:11]=[C:10]2[C:6]([C:7]([C:17]([OH:19])=O)=[C:8]([C:13]([F:16])([F:15])[F:14])[N:9]2[CH3:12])=[CH:5][CH:4]=1.C(Cl)(=O)C(Cl)=O.[CH3:26][NH2:27]. No catalyst specified. The product is [CH3:26][NH:27][C:17]([C:7]1[C:6]2[C:10](=[CH:11][C:3]([O:2][CH3:1])=[CH:4][CH:5]=2)[N:9]([CH3:12])[C:8]=1[C:13]([F:16])([F:15])[F:14])=[O:19]. The yield is 0.980. (3) The reactants are [NH2:1][C@H:2]1[CH2:7][CH2:6][C@H:5]([C:8]([OH:10])=[O:9])[CH2:4][CH2:3]1.O=S(Cl)[Cl:13].[CH3:15]O. No catalyst specified. The product is [ClH:13].[NH2:1][C@H:2]1[CH2:7][CH2:6][C@H:5]([C:8]([O:10][CH3:15])=[O:9])[CH2:4][CH2:3]1. The yield is 0.961. (4) The reactants are OC(C(F)(F)F)=O.[N:8]1([C:14]2[CH:15]=[N:16][CH:17]=[N:18][CH:19]=2)[CH2:13][CH2:12][NH:11][CH2:10][CH2:9]1.[F:20][C:21]([F:37])([F:36])[C:22]1[O:26][N:25]=[C:24]([C:27]2[CH:28]=[C:29]([CH:33]=[CH:34][CH:35]=2)[C:30](O)=[O:31])[N:23]=1. No catalyst specified. The product is [N:18]1[CH:19]=[C:14]([N:8]2[CH2:13][CH2:12][N:11]([C:30]([C:29]3[CH:33]=[CH:34][CH:35]=[C:27]([C:24]4[N:23]=[C:22]([C:21]([F:36])([F:20])[F:37])[O:26][N:25]=4)[CH:28]=3)=[O:31])[CH2:10][CH2:9]2)[CH:15]=[N:16][CH:17]=1. The yield is 0.320. (5) The reactants are Cl.Cl[CH2:3][CH2:4][N:5]1[CH2:10][CH2:9][O:8][CH2:7][CH2:6]1.C(=O)([O-])[O-].[K+].[K+].[Cl:17][C:18]1[N:26]=[C:25]2[C:21]([NH:22][C:23](=[O:33])[N:24]2[CH:27]2[CH2:32][CH2:31][O:30][CH2:29][CH2:28]2)=[CH:20][N:19]=1.C(OCC)(=O)C. The catalyst is CN(C=O)C. The product is [Cl:17][C:18]1[N:26]=[C:25]2[C:21]([N:22]([CH2:3][CH2:4][N:5]3[CH2:10][CH2:9][O:8][CH2:7][CH2:6]3)[C:23](=[O:33])[N:24]2[CH:27]2[CH2:28][CH2:29][O:30][CH2:31][CH2:32]2)=[CH:20][N:19]=1. The yield is 0.580.